This data is from Reaction yield outcomes from USPTO patents with 853,638 reactions. The task is: Predict the reaction yield, written as a fraction of the theoretical maximum amount of product (1.0 means a 100% yield; for example, 0.34 means a 34% yield). (1) No catalyst specified. The product is [CH3:22][C:21]([CH2:20][CH2:19][CH:18]=[C:16]([CH3:17])[CH3:15])=[CH:23][CH2:24][NH:6][C:5]1[CH:7]=[CH:8][C:9]([C:10]2[O:14][CH:13]=[N:12][CH:11]=2)=[C:3]([O:2][CH3:1])[CH:4]=1. The yield is 0.353. The reactants are [CH3:1][O:2][C:3]1[CH:4]=[C:5]([CH:7]=[CH:8][C:9]=1[C:10]1[O:14][CH:13]=[N:12][CH:11]=1)[NH2:6].[CH3:15][C:16](=[CH:18][CH2:19][CH2:20][C:21](=[CH:23][CH:24]=O)[CH3:22])[CH3:17]. (2) The reactants are [CH2:1]=[C:2]([C:7]([O:10]S(F)(=O)=O)([F:9])[F:8])[C:3]([F:6])([F:5])[F:4].[C:15](O[K])([C:21]([F:24])([F:23])[F:22])([C:17]([F:20])([F:19])[F:18])[F:16].[F-].[K+].FC(F)(F)C(C(F)(F)F)=O. The catalyst is O.COCCOCCOC. The product is [CH2:1]=[C:2]([C:7]([O:10][C:15]([C:21]([F:24])([F:23])[F:22])([C:17]([F:20])([F:19])[F:18])[F:16])([F:9])[F:8])[C:3]([F:6])([F:5])[F:4]. The yield is 0.750. (3) The reactants are [Cl:1][C:2]1[CH:7]=[CH:6][CH:5]=[C:4]([Cl:8])[C:3]=1[CH2:9][S:10]([C:13]1[CH:14]=[C:15]2[C:19](=[CH:20][CH:21]=1)[NH:18][C:17](=[O:22])/[C:16]/2=[CH:23]\[C:24]1[NH:28][C:27]([CH3:29])=[C:26]([CH2:30][C:31](O)=[O:32])[C:25]=1[CH3:34])(=[O:12])=[O:11].C1C=CC2N(O)N=NC=2C=1.CCN=C=NCCCN(C)C.[NH2:56][CH2:57][CH:58]([OH:65])[CH2:59][N:60]1[CH2:64][CH2:63][CH2:62][CH2:61]1. The catalyst is CN(C=O)C. The product is [Cl:1][C:2]1[CH:7]=[CH:6][CH:5]=[C:4]([Cl:8])[C:3]=1[CH2:9][S:10]([C:13]1[CH:14]=[C:15]2[C:19](=[CH:20][CH:21]=1)[NH:18][C:17](=[O:22])/[C:16]/2=[CH:23]\[C:24]1[NH:28][C:27]([CH3:29])=[C:26]([CH2:30][C:31]([NH:56][CH2:57][CH:58]([OH:65])[CH2:59][N:60]2[CH2:64][CH2:63][CH2:62][CH2:61]2)=[O:32])[C:25]=1[CH3:34])(=[O:12])=[O:11]. The yield is 0.450. (4) The catalyst is O1CCCC1. The yield is 0.850. The product is [C:1]([O:5][C:6]([N:8]1[CH2:14][CH2:13][C:12](=[O:15])[N:11]([CH2:46][CH2:20][CH2:18][O:21][CH2:37][C:38]2[CH:39]=[CH:40][CH:41]=[CH:42][CH:43]=2)[CH2:10][C@H:9]1[CH3:16])=[O:7])([CH3:4])([CH3:2])[CH3:3]. The reactants are [C:1]([O:5][C:6]([N:8]1[CH2:14][CH2:13][C:12](=[O:15])[NH:11][CH2:10][C@H:9]1[CH3:16])=[O:7])([CH3:4])([CH3:3])[CH3:2].C[C:18]([O-:21])([CH3:20])C.[K+].[CH2:37](C(Br)CCOCCC(Br)[CH2:37][C:38]1[CH:43]=[CH:42][CH:41]=[CH:40][CH:39]=1)[C:38]1[CH:43]=[CH:42][CH:41]=[CH:40][CH:39]=1.[C:46](=O)([O-])O.[Na+]. (5) The reactants are [CH3:1][C:2]1[C:7]([O:8][C:9]2[CH:14]=[CH:13][N:12]=[C:11]([NH:15]C(=O)OC(C)(C)C)[CH:10]=2)=[CH:6][CH:5]=[CH:4][N:3]=1.FC(F)(F)C(O)=O. The catalyst is ClCCl. The product is [CH3:1][C:2]1[C:7]([O:8][C:9]2[CH:14]=[CH:13][N:12]=[C:11]([NH2:15])[CH:10]=2)=[CH:6][CH:5]=[CH:4][N:3]=1. The yield is 0.990. (6) The reactants are [F:1][C:2]1[CH:7]=[C:6]([N+:8]([O-:10])=[O:9])[CH:5]=[CH:4][C:3]=1[OH:11].[CH2:12](Br)[C:13]1[CH:18]=[CH:17][CH:16]=[CH:15][CH:14]=1.C(=O)([O-])[O-].[K+].[K+]. The catalyst is CN(C=O)C. The product is [CH2:12]([O:11][C:3]1[CH:4]=[CH:5][C:6]([N+:8]([O-:10])=[O:9])=[CH:7][C:2]=1[F:1])[C:13]1[CH:18]=[CH:17][CH:16]=[CH:15][CH:14]=1. The yield is 0.950.